Dataset: Tyrosyl-DNA phosphodiesterase HTS with 341,365 compounds. Task: Binary Classification. Given a drug SMILES string, predict its activity (active/inactive) in a high-throughput screening assay against a specified biological target. (1) The result is 0 (inactive). The compound is Clc1c(NC(=S)NNC(=O)Cc2n(ccc2)C)cccc1. (2) The drug is O=C1N(C(Cc2c3c(ccc2)cccc3)C(O)=O)C(=O)c2c1cc(cc2)C(O)=O. The result is 0 (inactive). (3) The drug is Clc1c(c2oc(nn2)CN(C2CC2)C(=O)c2cc(S(=O)(=O)N3CCOCC3)ccc2F)cccc1. The result is 0 (inactive). (4) The compound is S(CCC1NC(=O)N(C1=O)CC(=O)Nc1ccc(N2CCCCC2)cc1)C. The result is 0 (inactive). (5) The compound is O=C(Nc1ccc(NC(=O)c2cc(OC)ccc2)cc1)Cc1ccccc1. The result is 0 (inactive). (6) The drug is FC(F)(F)c1nc(NC2CCCC2)nc(c1)c1cc(OC)c(OC)cc1. The result is 0 (inactive). (7) The drug is Clc1cc(NC(=O)C(=O)NCc2ccc(OC)cc2)c(OC)cc1. The result is 0 (inactive). (8) The compound is S(C(C(=O)N1CCCCC1)C)c1nc(cc(n1)C(F)(F)F)c1ccccc1. The result is 0 (inactive).